This data is from Full USPTO retrosynthesis dataset with 1.9M reactions from patents (1976-2016). The task is: Predict the reactants needed to synthesize the given product. (1) Given the product [C:1]([N:8]1[CH2:13][CH2:12][N:11]([C:21]([O:23][CH2:24][CH:25]2[C:26]3[C:31](=[CH:30][CH:29]=[CH:28][CH:27]=3)[C:32]3[C:37]2=[CH:36][CH:35]=[CH:34][CH:33]=3)=[O:22])[CH:10]([CH2:14][C:15]([OH:17])=[O:16])[CH2:9]1)([O:3][C:4]([CH3:5])([CH3:6])[CH3:7])=[O:2], predict the reactants needed to synthesize it. The reactants are: [C:1]([N:8]1[CH2:13][CH2:12][NH:11][CH:10]([CH2:14][C:15]([O:17]C)=[O:16])[CH2:9]1)([O:3][C:4]([CH3:7])([CH3:6])[CH3:5])=[O:2].[OH-].[Na+].[C:21](Cl)([O:23][CH2:24][CH:25]1[C:37]2[C:32](=[CH:33][CH:34]=[CH:35][CH:36]=2)[C:31]2[C:26]1=[CH:27][CH:28]=[CH:29][CH:30]=2)=[O:22].Cl. (2) Given the product [ClH:1].[F:22][C:19]1[CH:20]=[CH:21][C:16]([NH:15][C:14]2[C:13]3[C:8](=[C:9]([CH3:33])[CH:10]=[C:11]([S:25]([CH2:28][CH2:29][C:30]([N:58]4[CH2:63][CH2:62][O:61][CH2:60][CH2:59]4)=[O:32])(=[O:26])=[O:27])[CH:12]=3)[N:7]=[CH:6][C:5]=2[C:3]([NH2:2])=[O:4])=[CH:17][C:18]=1[O:23][CH3:24], predict the reactants needed to synthesize it. The reactants are: [ClH:1].[NH2:2][C:3]([C:5]1[CH:6]=[N:7][C:8]2[C:13]([C:14]=1[NH:15][C:16]1[CH:21]=[CH:20][C:19]([F:22])=[C:18]([O:23][CH3:24])[CH:17]=1)=[CH:12][C:11]([S:25]([CH2:28][CH2:29][C:30]([OH:32])=O)(=[O:27])=[O:26])=[CH:10][C:9]=2[CH3:33])=[O:4].F[P-](F)(F)(F)(F)F.N1(OC(N(C)C)=[N+](C)C)C2N=CC=CC=2N=N1.[NH:58]1[CH2:63][CH2:62][O:61][CH2:60][CH2:59]1.C(N(CC)C(C)C)(C)C. (3) Given the product [CH3:2][C:3]1[C:4]([CH2:15][S:16]([C:17]2[NH:18][C:19]3[CH:25]=[CH:24][CH:23]=[CH:22][C:20]=3[N:21]=2)=[O:34])=[N:5][CH:6]=[CH:7][C:8]=1[O:9][CH2:10][C:11]([F:13])([F:12])[F:14], predict the reactants needed to synthesize it. The reactants are: O.[CH3:2][C:3]1[C:4]([CH2:15][S:16][C:17]2[NH:21][C:20]3[CH:22]=[CH:23][CH:24]=[CH:25][C:19]=3[N:18]=2)=[N:5][CH:6]=[CH:7][C:8]=1[O:9][CH2:10][C:11]([F:14])([F:13])[F:12].ClC1C=CC=C(C(OO)=[O:34])C=1.C(N(CC)CC)C.O.O.O.O.O.S([O-])([O-])(=O)=S.[Na+].[Na+]. (4) Given the product [N:21]([CH:13]([CH2:12][N:8]1[CH:7]([CH3:19])[C:6]2[CH:20]=[C:2]([Br:1])[CH:3]=[CH:4][C:5]=2[S:9]1(=[O:11])=[O:10])[C:14]([NH:27][CH3:26])=[O:15])=[N+:22]=[N-:23], predict the reactants needed to synthesize it. The reactants are: [Br:1][C:2]1[CH:3]=[CH:4][C:5]2[S:9](=[O:11])(=[O:10])[N:8]([CH2:12][CH:13](O)[C:14](OC)=[O:15])[CH:7]([CH3:19])[C:6]=2[CH:20]=1.[N-:21]=[N+:22]=[N-:23].[Na+].O.[CH3:26][N:27](C=O)C. (5) Given the product [S:21]1[C:25]2[CH:26]=[CH:27][CH:28]=[C:29]([O:30][C:31]3[C:37]([F:38])=[CH:36][C:34]([NH:35][C:2]4[C:3]5[N:10]([CH2:11][CH2:12][NH:13][C:14](=[O:20])[C:45]([CH3:47])([CH3:46])[CH2:40][OH:43])[CH:9]=[CH:8][C:4]=5[N:5]=[CH:6][N:7]=4)=[CH:33][C:32]=3[Cl:39])[C:24]=2[CH:23]=[N:22]1, predict the reactants needed to synthesize it. The reactants are: Cl[C:2]1[C:3]2[N:10]([CH2:11][CH2:12][NH:13][C:14](=[O:20])OC(C)(C)C)[CH:9]=[CH:8][C:4]=2[N:5]=[CH:6][N:7]=1.[S:21]1[C:25]2[CH:26]=[CH:27][CH:28]=[C:29]([O:30][C:31]3[C:37]([F:38])=[CH:36][C:34]([NH2:35])=[CH:33][C:32]=3[Cl:39])[C:24]=2[CH:23]=[N:22]1.[C:40](=[O:43])([O-])O.[Na+].[CH:45](O)([CH3:47])[CH3:46]. (6) Given the product [NH2:1][C:2]1[CH:10]=[CH:9][CH:8]=[C:7]([CH3:11])[C:3]=1[C:4]([NH:19][C:18]1[CH:20]=[CH:21][CH:22]=[CH:23][C:17]=1[Cl:16])=[O:6], predict the reactants needed to synthesize it. The reactants are: [NH2:1][C:2]1[CH:10]=[CH:9][CH:8]=[C:7]([CH3:11])[C:3]=1[C:4]([OH:6])=O.O=S(Cl)Cl.[Cl:16][C:17]1[CH:23]=[CH:22][CH:21]=[CH:20][C:18]=1[NH2:19].C(Cl)(Cl)Cl. (7) Given the product [O:24]1[CH2:25][CH2:26][O:22][CH:23]1[C:27]1[CH:39]=[C:30]2[C:31]([CH:37]([OH:38])[CH2:20][C:19]3[C:18]([Cl:21])=[CH:17][N:16]=[CH:15][C:14]=3[Cl:13])=[CH:32][CH:33]=[C:34]([O:35][CH3:36])[N:29]2[N:28]=1, predict the reactants needed to synthesize it. The reactants are: C(NC(C)C)(C)C.C([Li])CCC.[Cl:13][C:14]1[CH:15]=[N:16][CH:17]=[C:18]([Cl:21])[C:19]=1[CH3:20].[O:22]1[CH2:26][CH2:25][O:24][CH:23]1[C:27]1[CH:39]=[C:30]2[C:31]([CH:37]=[O:38])=[CH:32][CH:33]=[C:34]([O:35][CH3:36])[N:29]2[N:28]=1.[Cl-].[NH4+].